From a dataset of Full USPTO retrosynthesis dataset with 1.9M reactions from patents (1976-2016). Predict the reactants needed to synthesize the given product. (1) Given the product [CH2:1]([C:13]1[N:9]([C:11]2[CH:16]=[C:15]([CH3:17])[N:14]=[C:13]([CH3:18])[N:12]=2)[N:10]=[C:11]([NH2:9])[N:12]=1)[C:2]1[CH:7]=[CH:6][CH:5]=[CH:4][CH:3]=1, predict the reactants needed to synthesize it. The reactants are: [CH2:1](Cl)[C:2]1[CH:7]=[CH:6][CH:5]=[CH:4][CH:3]=1.[NH:9]([C:11]1[CH:16]=[C:15]([CH3:17])[N:14]=[C:13]([CH3:18])[N:12]=1)[NH2:10]. (2) Given the product [C:18]([C:15]1[N:13]2[CH2:14][C:9]3([C:6]4[CH:7]=[CH:8][C:3]([O:2][CH3:1])=[CH:4][CH:5]=4)[NH:27][CH2:26][CH2:25][N:10]3[C:11](=[O:24])[C:12]2=[CH:17][CH:16]=1)#[CH:19], predict the reactants needed to synthesize it. The reactants are: [CH3:1][O:2][C:3]1[CH:8]=[CH:7][C:6]([C:9]23[NH:27][CH2:26][CH2:25][N:10]2[C:11](=[O:24])[C:12]2[N:13]([C:15]([C:18]#[C:19][Si](C)(C)C)=[CH:16][CH:17]=2)[CH2:14]3)=[CH:5][CH:4]=1.C(=O)([O-])[O-].[K+].[K+]. (3) Given the product [OH:35][C@@H:32]([CH2:33][OH:34])[CH2:31][O:1][C:2]1[C:23]([CH3:24])=[CH:22][C:5]([CH2:6][NH:7][C:8]([C:10]2[S:17][C:16]([CH3:18])=[C:15]3[C:11]=2[CH2:12][C@H:13]2[C:19]([CH3:21])([CH3:20])[C@H:14]23)=[O:9])=[CH:4][C:3]=1[CH3:25], predict the reactants needed to synthesize it. The reactants are: [OH:1][C:2]1[C:23]([CH3:24])=[CH:22][C:5]([CH2:6][NH:7][C:8]([C:10]2[S:17][C:16]([CH3:18])=[C:15]3[C:11]=2[CH2:12][C@H:13]2[C:19]([CH3:21])([CH3:20])[C@H:14]23)=[O:9])=[CH:4][C:3]=1[CH3:25].[OH-].[Na+].[Na+].[I-].Cl[CH2:31][C@@H:32]([OH:35])[CH2:33][OH:34]. (4) The reactants are: FC(F)(F)C(O)=O.[CH2:8]([O:12][C:13]1[NH:14][C:15]([NH2:24])=[C:16]2[C:20]([N:21]=1)=[N:19][C:18]([O:22][CH3:23])=[N:17]2)[CH2:9][CH2:10][CH3:11].Br[CH2:26][CH2:27][CH2:28][CH2:29][CH:30]1[CH2:35][CH2:34][CH2:33][CH2:32][O:31]1. Given the product [CH2:8]([O:12][C:13]1[N:21]=[C:20]2[C:16]([N:17]=[C:18]([O:22][CH3:23])[N:19]2[CH2:26][CH2:27][CH2:28][CH2:29][CH:30]2[CH2:35][CH2:34][CH2:33][CH2:32][O:31]2)=[C:15]([NH2:24])[N:14]=1)[CH2:9][CH2:10][CH3:11], predict the reactants needed to synthesize it. (5) Given the product [CH3:1][N:2]1[CH:6]=[CH:5][C:4]([NH:7][C:8]([C:10]2[CH:15]=[C:14]([C:27]3[CH:32]=[N:31][CH:30]=[C:29]([CH3:33])[CH:28]=3)[CH:13]=[C:12]([CH3:25])[N:11]=2)=[O:9])=[N:3]1, predict the reactants needed to synthesize it. The reactants are: [CH3:1][N:2]1[CH:6]=[CH:5][C:4]([NH:7][C:8]([C:10]2[CH:15]=[C:14](B3OC(C)(C)C(C)(C)O3)[CH:13]=[C:12]([CH3:25])[N:11]=2)=[O:9])=[N:3]1.Br[C:27]1[CH:28]=[C:29]([CH3:33])[CH:30]=[N:31][CH:32]=1.